From a dataset of Forward reaction prediction with 1.9M reactions from USPTO patents (1976-2016). Predict the product of the given reaction. (1) Given the reactants [CH3:1][S:2](Cl)(=[O:4])=[O:3].[C:6]([O:10][C:11](=[O:42])[NH:12][C@H:13]([C@@H:26]1[O:30][C:29](=[O:31])[N:28]([CH2:32][C:33]2[CH:38]=[CH:37][CH:36]=[C:35]([CH:39]([CH3:41])[CH3:40])[CH:34]=2)[CH2:27]1)[CH2:14][C:15]1[CH:20]=[CH:19][CH:18]=[C:17]([O:21][CH2:22][CH2:23][CH2:24][OH:25])[CH:16]=1)([CH3:9])([CH3:8])[CH3:7].C(N(CC)CC)C, predict the reaction product. The product is: [C:6]([O:10][C:11]([NH:12][C@H:13]([C@@H:26]1[O:30][C:29](=[O:31])[N:28]([CH2:32][C:33]2[CH:38]=[CH:37][CH:36]=[C:35]([CH:39]([CH3:40])[CH3:41])[CH:34]=2)[CH2:27]1)[CH2:14][C:15]1[CH:16]=[C:17]([CH:18]=[CH:19][CH:20]=1)[O:21][CH2:22][CH2:23][CH2:24][O:25][S:2]([CH3:1])(=[O:4])=[O:3])=[O:42])([CH3:8])([CH3:9])[CH3:7]. (2) The product is: [CH3:24][C:19]1([CH3:25])[C:20]([CH3:23])([CH3:22])[O:21][B:17]([C:2]2[CH:7]=[CH:6][C:5]([C:8]3([OH:11])[CH2:10][CH2:9]3)=[CH:4][CH:3]=2)[O:18]1. Given the reactants Br[C:2]1[CH:7]=[CH:6][C:5]([C:8]2([OH:11])[CH2:10][CH2:9]2)=[CH:4][CH:3]=1.C([O-])(=O)C.[K+].[B:17]1([B:17]2[O:21][C:20]([CH3:23])([CH3:22])[C:19]([CH3:25])([CH3:24])[O:18]2)[O:21][C:20]([CH3:23])([CH3:22])[C:19]([CH3:25])([CH3:24])[O:18]1, predict the reaction product. (3) The product is: [NH2:8][C:5]1[CH:6]=[CH:7][C:2]([F:1])=[C:3]([C@:11]2([CH3:20])[C:16]3([CH2:17][CH2:18]3)[CH2:15][O:14][C:13]([NH2:19])=[N:12]2)[CH:4]=1. Given the reactants [F:1][C:2]1[CH:7]=[CH:6][C:5]([N+:8]([O-])=O)=[CH:4][C:3]=1[C@:11]1([CH3:20])[C:16]2([CH2:18][CH2:17]2)[CH2:15][O:14][C:13]([NH2:19])=[N:12]1, predict the reaction product. (4) Given the reactants [CH:1]1[C:13]2[CH:12]([CH2:14][O:15][C:16]([NH:18][C@@H:19]([CH2:23][S:24][C:25]([C:38]3[CH:43]=[CH:42][CH:41]=[CH:40][CH:39]=3)([C:32]3[CH:37]=[CH:36][CH:35]=[CH:34][CH:33]=3)[C:26]3[CH:31]=[CH:30][CH:29]=[CH:28][CH:27]=3)[C:20]([OH:22])=[O:21])=[O:17])[C:11]3[C:6](=[CH:7][CH:8]=[CH:9][CH:10]=3)[C:5]=2[CH:4]=[CH:3][CH:2]=1.N[C@H](C(O)=O)CS.[C:51](O)([CH3:54])([CH3:53])[CH3:52].C1(N=C=NC2CCCCC2)CCCCC1, predict the reaction product. The product is: [C:51]([O:21][C:20](=[O:22])[C@@H:19]([NH:18][C:16]([O:15][CH2:14][CH:12]1[C:13]2[CH:1]=[CH:2][CH:3]=[CH:4][C:5]=2[C:6]2[C:11]1=[CH:10][CH:9]=[CH:8][CH:7]=2)=[O:17])[CH2:23][S:24][C:25]([C:38]1[CH:39]=[CH:40][CH:41]=[CH:42][CH:43]=1)([C:32]1[CH:33]=[CH:34][CH:35]=[CH:36][CH:37]=1)[C:26]1[CH:27]=[CH:28][CH:29]=[CH:30][CH:31]=1)([CH3:54])([CH3:53])[CH3:52].